This data is from Reaction yield outcomes from USPTO patents with 853,638 reactions. The task is: Predict the reaction yield, written as a fraction of the theoretical maximum amount of product (1.0 means a 100% yield; for example, 0.34 means a 34% yield). (1) The reactants are [CH3:1][O:2][C:3]([C:5]1[CH2:6][N:7]([C:21]([O:23][C:24]([CH3:27])([CH3:26])[CH3:25])=[O:22])[CH2:8][CH2:9][C:10]=1[C:11]1[CH:16]=[CH:15][C:14]([O:17][CH2:18][CH2:19][OH:20])=[CH:13][CH:12]=1)=[O:4].[Cl:28][C:29]1[CH:34]=[C:33]([CH3:35])[C:32]([CH3:36])=[CH:31][C:30]=1O.C(P(CCCC)CCCC)CCC. The catalyst is C1(C)C=CC=CC=1. The product is [CH3:1][O:2][C:3]([C:5]1[CH2:6][N:7]([C:21]([O:23][C:24]([CH3:27])([CH3:26])[CH3:25])=[O:22])[CH2:8][CH2:9][C:10]=1[C:11]1[CH:16]=[CH:15][C:14]([O:17][CH2:18][CH2:19][O:20][C:30]2[CH:31]=[C:32]([CH3:36])[C:33]([CH3:35])=[CH:34][C:29]=2[Cl:28])=[CH:13][CH:12]=1)=[O:4]. The yield is 0.760. (2) The reactants are [CH2:1]([O:3][C:4](=[O:32])[C:5]([CH3:31])([CH3:30])[CH2:6][C:7]1[CH:12]=[CH:11][C:10]([C:13](=[O:29])[C:14]2[CH:19]=[CH:18][C:17]([CH2:20][C:21]([C:24]([O:26][CH2:27][CH3:28])=[O:25])([CH3:23])[CH3:22])=[CH:16][CH:15]=2)=[CH:9][CH:8]=1)[CH3:2].[BH4-].[Na+].O.ClCCl. The catalyst is CO. The product is [CH2:1]([O:3][C:4](=[O:32])[C:5]([CH3:30])([CH3:31])[CH2:6][C:7]1[CH:8]=[CH:9][C:10]([CH:13]([C:14]2[CH:15]=[CH:16][C:17]([CH2:20][C:21]([C:24]([O:26][CH2:27][CH3:28])=[O:25])([CH3:23])[CH3:22])=[CH:18][CH:19]=2)[OH:29])=[CH:11][CH:12]=1)[CH3:2]. The yield is 0.820. (3) The reactants are [C:1]([O:5][C:6]([NH:8][C:9]1[CH:14]=[CH:13][C:12]([N+:15]([O-])=O)=[CH:11][N:10]=1)=[O:7])([CH3:4])([CH3:3])[CH3:2]. The catalyst is CO.C(OCC)(=O)C.[Pd]. The product is [NH2:15][C:12]1[CH:13]=[CH:14][C:9]([NH:8][C:6]([O:5][C:1]([CH3:4])([CH3:3])[CH3:2])=[O:7])=[N:10][CH:11]=1. The yield is 0.970. (4) The reactants are [CH3:1][N:2]1[CH2:8][CH2:7][CH2:6][N:5]([C:9]2[CH:14]=[CH:13][C:12]([N+:15]([O-])=O)=[CH:11][N:10]=2)[CH2:4][CH2:3]1. The catalyst is [Pd].C(O)C. The product is [CH3:1][N:2]1[CH2:8][CH2:7][CH2:6][N:5]([C:9]2[N:10]=[CH:11][C:12]([NH2:15])=[CH:13][CH:14]=2)[CH2:4][CH2:3]1. The yield is 0.980.